From a dataset of Catalyst prediction with 721,799 reactions and 888 catalyst types from USPTO. Predict which catalyst facilitates the given reaction. (1) Reactant: [Cl-].[Cl-].[Cl-].[Al+3].[F:5][C:6]1[CH:14]=[CH:13][C:9]([C:10](Cl)=[O:11])=[CH:8][CH:7]=1.[F:15][C:16]1[CH:17]=[C:18]([O:22][CH3:23])[CH:19]=[CH:20][CH:21]=1. Product: [F:15][C:16]1[CH:17]=[C:18]([O:22][CH3:23])[CH:19]=[CH:20][C:21]=1[C:10]([C:9]1[CH:13]=[CH:14][C:6]([F:5])=[CH:7][CH:8]=1)=[O:11]. The catalyst class is: 641. (2) Reactant: CC1(C)CCCC(C)(C)N1.C([Li])CCC.[F:16][C:17]([F:24])([F:23])[C:18]1[CH:22]=[CH:21][S:20][CH:19]=1.CN([CH:28]=[O:29])C. Product: [F:16][C:17]([F:24])([F:23])[C:18]1[CH:22]=[C:21]([CH2:28][OH:29])[S:20][CH:19]=1. The catalyst class is: 1. (3) Reactant: [N:1]1([C:5]2[N:10]=[CH:9][C:8]([C:11]3([OH:21])[CH2:20][CH2:19][C:14]4(OCC[O:15]4)[CH2:13][CH2:12]3)=[CH:7][CH:6]=2)[CH2:4][CH2:3][CH2:2]1.Cl.[OH-].[Na+]. Product: [N:1]1([C:5]2[N:10]=[CH:9][C:8]([C:11]3([OH:21])[CH2:12][CH2:13][C:14](=[O:15])[CH2:19][CH2:20]3)=[CH:7][CH:6]=2)[CH2:4][CH2:3][CH2:2]1. The catalyst class is: 1. (4) Reactant: [CH3:1][O:2][C:3]1[CH:4]=[C:5]([C:13]2[CH:18]=[C:17]([CH2:19][O:20][CH:21]3[CH2:26][CH2:25][NH:24][CH2:23][CH2:22]3)[CH:16]=[CH:15][N:14]=2)[CH:6]=[C:7]([O:11][CH3:12])[C:8]=1[O:9][CH3:10].[Cl:27][CH2:28][C:29]1[CH:34]=[CH:33][N:32]=[C:31]([C:35]2[CH:40]=[C:39]([O:41][CH3:42])[C:38]([O:43][CH3:44])=[C:37]([O:45][CH3:46])[CH:36]=2)[CH:30]=1.C(=O)([O-])[O-].[K+].[K+].[I-].[K+]. Product: [ClH:27].[ClH:27].[ClH:27].[CH3:42][O:41][C:39]1[CH:40]=[C:35]([C:31]2[CH:30]=[C:29]([CH2:28][N:24]3[CH2:23][CH2:22][CH:21]([O:20][CH2:19][C:17]4[CH:16]=[CH:15][N:14]=[C:13]([C:5]5[CH:4]=[C:3]([O:2][CH3:1])[C:8]([O:9][CH3:10])=[C:7]([O:11][CH3:12])[CH:6]=5)[CH:18]=4)[CH2:26][CH2:25]3)[CH:34]=[CH:33][N:32]=2)[CH:36]=[C:37]([O:45][CH3:46])[C:38]=1[O:43][CH3:44]. The catalyst class is: 10. (5) Reactant: Br.Br[CH2:3][C:4]([C:6]1[CH:11]=[CH:10][N:9]=[CH:8][CH:7]=1)=O.[CH3:12][O:13][C:14]1[CH:15]=[C:16]([NH:20][C:21]([NH2:23])=[S:22])[CH:17]=[CH:18][CH:19]=1.N. Product: [CH3:12][O:13][C:14]1[CH:15]=[C:16]([NH:20][C:21]2[S:22][CH:3]=[C:4]([C:6]3[CH:11]=[CH:10][N:9]=[CH:8][CH:7]=3)[N:23]=2)[CH:17]=[CH:18][CH:19]=1. The catalyst class is: 88. (6) Reactant: Cl.[NH2:2][CH2:3][C:4]1[CH:13]=[CH:12][C:7]([C:8]([O:10][CH3:11])=[O:9])=[CH:6][CH:5]=1.CCN(CC)CC.[F:21][C:22]1[CH:27]=[CH:26][C:25]([S:28](Cl)(=[O:30])=[O:29])=[CH:24][CH:23]=1.O. Product: [F:21][C:22]1[CH:27]=[CH:26][C:25]([S:28]([NH:2][CH2:3][C:4]2[CH:5]=[CH:6][C:7]([C:8]([O:10][CH3:11])=[O:9])=[CH:12][CH:13]=2)(=[O:30])=[O:29])=[CH:24][CH:23]=1. The catalyst class is: 4. (7) Reactant: [Cl:1][C:2]1[N:3]=[CH:4][C:5]2[NH:11][C:10](=[O:12])[CH2:9][CH2:8][N:7]([CH:13]3[CH2:17][CH2:16][CH2:15][CH2:14]3)[C:6]=2[N:18]=1.[CH3:19]I.[H-].[Na+]. Product: [Cl:1][C:2]1[N:3]=[CH:4][C:5]2[N:11]([CH3:19])[C:10](=[O:12])[CH2:9][CH2:8][N:7]([CH:13]3[CH2:17][CH2:16][CH2:15][CH2:14]3)[C:6]=2[N:18]=1. The catalyst class is: 3.